From a dataset of Forward reaction prediction with 1.9M reactions from USPTO patents (1976-2016). Predict the product of the given reaction. (1) Given the reactants [H-].[Na+].[CH:3]1[C:8]2[C:9]3[NH:10][C:11]4[C:16]([C:17]=3[CH2:18][CH2:19][S:20][C:7]=2[CH:6]=[CH:5][CH:4]=1)=[CH:15][CH:14]=[CH:13][CH:12]=4.Br[CH2:22][CH2:23][CH2:24][Cl:25].O, predict the reaction product. The product is: [Cl:25][CH2:24][CH2:23][CH2:22][N:10]1[C:11]2[C:16](=[CH:15][CH:14]=[CH:13][CH:12]=2)[C:17]2[CH2:18][CH2:19][S:20][C:7]3[CH:6]=[CH:5][CH:4]=[CH:3][C:8]=3[C:9]1=2. (2) Given the reactants Br[C:2]1[NH:3][C:4]2[CH:5]=[CH:6][CH:7]=[C:8]3[C:14](=[O:15])[NH:13][CH2:12][CH2:11][C:10]=1[C:9]=23.C([O-])([O-])=O.[Na+].[Na+].[Li+].[Cl-].[C:24]1(B(O)O)[CH:29]=[CH:28][CH:27]=[CH:26][CH:25]=1, predict the reaction product. The product is: [C:24]1([C:2]2[NH:3][C:4]3[CH:5]=[CH:6][CH:7]=[C:8]4[C:14](=[O:15])[NH:13][CH2:12][CH2:11][C:10]=2[C:9]=34)[CH:29]=[CH:28][CH:27]=[CH:26][CH:25]=1. (3) Given the reactants I[C:2]1[CH:7]=[CH:6][C:5]([C@H:8]2[C@@H:13]([NH:14][S:15]([CH:18]([CH3:20])[CH3:19])(=[O:17])=[O:16])[CH2:12][CH2:11][O:10][CH2:9]2)=[CH:4][CH:3]=1.C1(P(C2CCCCC2)C2C=CC=CC=2C2C(C(C)C)=CC(C(C)C)=CC=2C(C)C)CCCCC1.[F-].[K+].[C:57]([C:59]1[S:63][C:62](B(O)O)=[CH:61][CH:60]=1)#[N:58], predict the reaction product. The product is: [C:57]([C:59]1[S:63][C:62]([C:2]2[CH:7]=[CH:6][C:5]([C@H:8]3[C@@H:13]([NH:14][S:15]([CH:18]([CH3:20])[CH3:19])(=[O:17])=[O:16])[CH2:12][CH2:11][O:10][CH2:9]3)=[CH:4][CH:3]=2)=[CH:61][CH:60]=1)#[N:58]. (4) Given the reactants [C:1]([C:5]1[CH:9]=[C:8]([NH:10][C:11]([NH:13][C:14]2[CH:19]=[CH:18][CH:17]=[C:16]([Cl:20])[C:15]=2[Cl:21])=[O:12])[N:7]([C:22]2[CH:31]=[C:30]3[C:25]([CH2:26][CH2:27][NH:28][CH2:29]3)=[CH:24][CH:23]=2)[N:6]=1)([CH3:4])([CH3:3])[CH3:2].CCN(CC)CC.[C:39](Cl)(=[O:41])[CH3:40], predict the reaction product. The product is: [C:39]([N:28]1[CH2:27][CH2:26][C:25]2[C:30](=[CH:31][C:22]([N:7]3[C:8]([NH:10][C:11]([NH:13][C:14]4[CH:19]=[CH:18][CH:17]=[C:16]([Cl:20])[C:15]=4[Cl:21])=[O:12])=[CH:9][C:5]([C:1]([CH3:4])([CH3:2])[CH3:3])=[N:6]3)=[CH:23][CH:24]=2)[CH2:29]1)(=[O:41])[CH3:40]. (5) The product is: [OH:16][CH:17]([C:25]1[CH:26]=[C:27]([O:33][CH3:34])[C:28]([C:31]#[N:32])=[CH:29][N:30]=1)[CH2:18][N:19]1[CH2:20][CH2:21][N:22]([CH2:14][CH:12]([OH:13])[C:8]2[CH:9]=[C:10]3[C:5](=[CH:6][CH:7]=2)[C:4](=[O:15])[O:3][C@@H:2]([CH3:1])[CH2:11]3)[CH2:23][CH2:24]1. Given the reactants [CH3:1][C@@H:2]1[CH2:11][C:10]2[C:5](=[CH:6][CH:7]=[C:8]([CH:12]3[CH2:14][O:13]3)[CH:9]=2)[C:4](=[O:15])[O:3]1.[OH:16][CH:17]([C:25]1[N:30]=[CH:29][C:28]([C:31]#[N:32])=[C:27]([O:33][CH3:34])[CH:26]=1)[CH2:18][N:19]1[CH2:24][CH2:23][NH:22][CH2:21][CH2:20]1, predict the reaction product. (6) Given the reactants Cl[C:2]1[C:3]2[C:4](=[CH:16][N:17](CC3C=CC(OC)=CC=3)[N:18]=2)[N:5]=[C:6]([C:8]([C:10]2[CH:15]=[CH:14][CH:13]=[CH:12][CH:11]=2)=[O:9])[N:7]=1.[CH3:28][N:29]([CH3:33])[CH2:30][CH2:31][NH2:32].Cl, predict the reaction product. The product is: [CH3:28][N:29]([CH3:33])[CH2:30][CH2:31][NH:32][C:2]1[C:3]2[NH:18][N:17]=[CH:16][C:4]=2[N:5]=[C:6]([C:8]([C:10]2[CH:11]=[CH:12][CH:13]=[CH:14][CH:15]=2)=[O:9])[N:7]=1. (7) Given the reactants [CH2:1]([N:4]1[CH2:9][CH2:8][O:7][CH2:6][CH2:5]1)[C:2]#[CH:3].[F:10][C:11]1[CH:12]=[C:13]([CH:15]=[CH:16][C:17]=1[O:18][C:19]1[CH:24]=[CH:23][N:22]=[C:21]2[CH:25]=[C:26](I)[S:27][C:20]=12)[NH2:14], predict the reaction product. The product is: [F:10][C:11]1[CH:12]=[C:13]([NH2:14])[CH:15]=[CH:16][C:17]=1[O:18][C:19]1[CH:24]=[CH:23][N:22]=[C:21]2[CH:25]=[C:26]([C:3]#[C:2][CH2:1][N:4]3[CH2:9][CH2:8][O:7][CH2:6][CH2:5]3)[S:27][C:20]=12.